The task is: Predict which catalyst facilitates the given reaction.. This data is from Catalyst prediction with 721,799 reactions and 888 catalyst types from USPTO. (1) Reactant: Br[Zn][CH2:3][C:4]([O:6][CH2:7][CH3:8])=[O:5].[N+:9]([C:12]1[CH:19]=[CH:18][C:15]([C:16]#N)=[CH:14][CH:13]=1)([O-:11])=[O:10].Cl.C(OCC)(=[O:23])C. Product: [N+:9]([C:12]1[CH:19]=[CH:18][C:15]([C:16](=[O:23])[CH2:3][C:4]([O:6][CH2:7][CH3:8])=[O:5])=[CH:14][CH:13]=1)([O-:11])=[O:10]. The catalyst class is: 1. (2) Reactant: Cl.[OH:2][C:3]1[CH:4]=[C:5]2[C:10](=[CH:11][CH:12]=1)[CH2:9][CH:8]([CH2:13][N:14]1[CH2:19][CH2:18][CH2:17][CH2:16][CH2:15]1)[CH2:7][CH2:6]2.[Cl:20][CH2:21][C:22]1[S:23][C:24]2[CH:30]=[CH:29][CH:28]=[CH:27][C:25]=2[N:26]=1.C(=O)([O-])[O-].[K+].[K+]. Product: [ClH:20].[S:23]1[C:24]2[CH:30]=[CH:29][CH:28]=[CH:27][C:25]=2[N:26]=[C:22]1[CH2:21][O:2][C:3]1[CH:4]=[C:5]2[C:10](=[CH:11][CH:12]=1)[CH2:9][CH:8]([CH2:13][N:14]1[CH2:19][CH2:18][CH2:17][CH2:16][CH2:15]1)[CH2:7][CH2:6]2. The catalyst class is: 18. (3) Reactant: [CH3:1][CH:2]1[CH2:7][CH2:6][CH2:5][CH:4]([CH3:8])[N:3]1[CH2:9][C:10]([NH:12][CH2:13][C:14]([OH:16])=[O:15])=[O:11].O[N:18]1[C:22](=[O:23])[CH2:21][CH2:20][C:19]1=[O:24].C1(N=C=NC2CCCCC2)CCCCC1. Product: [O:24]=[C:19]1[CH2:20][CH2:21][C:22](=[O:23])[N:18]1[O:15][C:14](=[O:16])[CH2:13][NH:12][C:10](=[O:11])[CH2:9][N:3]1[CH:4]([CH3:8])[CH2:5][CH2:6][CH2:7][CH:2]1[CH3:1]. The catalyst class is: 4. (4) Reactant: [C:1]1([C:7]2([CH2:12][CH2:13][OH:14])[CH2:11][CH2:10][NH:9][CH2:8]2)[CH:6]=[CH:5][CH:4]=[CH:3][CH:2]=1.[C:15]([C@:25]([C:42]([OH:44])=[O:43])([OH:41])[C@:26]([C:31](=[O:40])[C:32]1[CH:37]=[CH:36][C:35]([O:38][CH3:39])=[CH:34][CH:33]=1)([OH:30])[C:27]([OH:29])=[O:28])(=[O:24])[C:16]1[CH:21]=[CH:20][C:19]([O:22][CH3:23])=[CH:18][CH:17]=1.CC(C)=O. Product: [C:31]([C@:26]([C:27]([OH:29])=[O:28])([OH:30])[C@:25]([C:15](=[O:24])[C:16]1[CH:21]=[CH:20][C:19]([O:22][CH3:23])=[CH:18][CH:17]=1)([OH:41])[C:42]([OH:44])=[O:43])(=[O:40])[C:32]1[CH:37]=[CH:36][C:35]([O:38][CH3:39])=[CH:34][CH:33]=1.[C:1]1([C:7]2([CH2:12][CH2:13][OH:14])[CH2:11][CH2:10][NH:9][CH2:8]2)[CH:2]=[CH:3][CH:4]=[CH:5][CH:6]=1. The catalyst class is: 8. (5) Reactant: C(OC([N:8]1[CH2:12][C@H:11]([CH2:13][NH:14][C:15]2[CH:20]=[CH:19][C:18]([Cl:21])=[CH:17][CH:16]=2)[C@@H:10]([CH2:22][C:23]2[CH:28]=[CH:27][CH:26]=[CH:25][CH:24]=2)[CH2:9]1)=O)(C)(C)C.Br[CH2:30][C:31]1[CH:40]=[CH:39][C:38]2[C:33](=[CH:34][CH:35]=[CH:36][CH:37]=2)[CH:32]=1.CC#N.O.CC#N. Product: [CH2:22]([C@H:10]1[CH2:9][NH:8][CH2:12][C@@H:11]1[CH2:13][N:14]([C:15]1[CH:20]=[CH:19][C:18]([Cl:21])=[CH:17][CH:16]=1)[CH2:30][C:31]1[CH:40]=[CH:39][C:38]2[C:33](=[CH:34][CH:35]=[CH:36][CH:37]=2)[CH:32]=1)[C:23]1[CH:24]=[CH:25][CH:26]=[CH:27][CH:28]=1. The catalyst class is: 6. (6) Reactant: [NH2:1][C:2]1[C:10]2[C:9]([C:11]3[CH:16]=[CH:15][C:14]([Cl:17])=[C:13]([Cl:18])[CH:12]=3)=[N:8][C:7](S(C)=O)=[N:6][C:5]=2[S:4][C:3]=1[C:22]([NH2:24])=[O:23].[NH2:25][CH:26]([CH3:29])[CH2:27][OH:28]. Product: [NH2:1][C:2]1[C:10]2[C:9]([C:11]3[CH:16]=[CH:15][C:14]([Cl:17])=[C:13]([Cl:18])[CH:12]=3)=[N:8][C:7]([NH:25][CH:26]([CH3:29])[CH2:27][OH:28])=[N:6][C:5]=2[S:4][C:3]=1[C:22]([NH2:24])=[O:23]. The catalyst class is: 16. (7) Reactant: [Cl:1][C:2]1[C:3]([CH:31]=O)=[C:4]([C:27]([F:30])([F:29])[F:28])[CH:5]=[C:6]2[C:11]=1[NH:10][C:9](=[O:12])[N:8]([CH2:13][C:14]1[CH:19]=[C:18]([Cl:20])[CH:17]=[CH:16][C:15]=1[S:21]([CH2:24][CH3:25])(=[O:23])=[O:22])[C:7]2=[O:26].[C:33]([O:37][C:38](=[O:46])[NH:39][CH2:40][C@H:41]1[CH2:45][CH2:44][CH2:43][NH:42]1)([CH3:36])([CH3:35])[CH3:34]. Product: [C:33]([O:37][C:38](=[O:46])[NH:39][CH2:40][C@H:41]1[CH2:45][CH2:44][CH2:43][N:42]1[CH2:31][C:3]1[C:2]([Cl:1])=[C:11]2[C:6]([C:7](=[O:26])[N:8]([CH2:13][C:14]3[CH:19]=[C:18]([Cl:20])[CH:17]=[CH:16][C:15]=3[S:21]([CH2:24][CH3:25])(=[O:22])=[O:23])[C:9](=[O:12])[NH:10]2)=[CH:5][C:4]=1[C:27]([F:29])([F:30])[F:28])([CH3:36])([CH3:34])[CH3:35]. The catalyst class is: 22. (8) The catalyst class is: 30. Reactant: [CH2:1]([C:3]1[CH:7]=[C:6]([CH2:8][CH3:9])[N:5]([CH2:10][C:11]([O:13]CC)=[O:12])[N:4]=1)[CH3:2].[OH-].[Na+]. Product: [CH2:1]([C:3]1[CH:7]=[C:6]([CH2:8][CH3:9])[N:5]([CH2:10][C:11]([OH:13])=[O:12])[N:4]=1)[CH3:2].